This data is from Full USPTO retrosynthesis dataset with 1.9M reactions from patents (1976-2016). The task is: Predict the reactants needed to synthesize the given product. (1) Given the product [Br:8][C:6]1[CH:5]=[CH:4][C:3]([O:9][CH2:11][CH2:12][CH2:13][Cl:14])=[C:2]([F:1])[CH:7]=1, predict the reactants needed to synthesize it. The reactants are: [F:1][C:2]1[CH:7]=[C:6]([Br:8])[CH:5]=[CH:4][C:3]=1[OH:9].Br[CH2:11][CH2:12][CH2:13][Cl:14]. (2) Given the product [Br:37][C:32]1[CH:33]=[CH:34][CH:35]=[CH:36][C:31]=1[O:30][C:6]1[CH2:7][N:8]([CH:9]([CH2:10][CH:11]2[CH2:16][CH2:15][O:14][CH2:13][CH2:12]2)[C:17]([NH:18][C:19]2[CH:23]=[CH:22][N:21]([CH2:24][C:25]([OH:28])([CH3:26])[CH3:27])[N:20]=2)=[O:29])[C:4](=[O:3])[CH:5]=1, predict the reactants needed to synthesize it. The reactants are: C([O:3][C:4](=O)/[CH:5]=[C:6](/[O:30][C:31]1[CH:36]=[CH:35][CH:34]=[CH:33][C:32]=1[Br:37])\[CH2:7][NH:8][CH:9]([C:17](=[O:29])[NH:18][C:19]1[CH:23]=[CH:22][N:21]([CH2:24][C:25]([OH:28])([CH3:27])[CH3:26])[N:20]=1)[CH2:10][CH:11]1[CH2:16][CH2:15][O:14][CH2:13][CH2:12]1)C. (3) Given the product [N+:8]([C:5]1[CH:6]=[CH:7][C:2]([CH:12]=[CH:11][C:13]2[CH:18]=[CH:17][N:16]=[CH:15][CH:14]=2)=[CH:3][CH:4]=1)([O-:10])=[O:9], predict the reactants needed to synthesize it. The reactants are: I[C:2]1[CH:7]=[CH:6][C:5]([N+:8]([O-:10])=[O:9])=[CH:4][CH:3]=1.[CH:11]([C:13]1[CH:18]=[CH:17][N:16]=[CH:15][CH:14]=1)=[CH2:12]. (4) Given the product [CH2:26]([N:29]1[CH:33]=[C:32]([C:2]2[CH:7]=[C:6]([O:8][C:9]3[CH:10]=[CH:11][C:12]([NH:15][C:16]([NH:18][C:19](=[O:25])[C:20]([O:23][CH3:24])([CH3:22])[CH3:21])=[O:17])=[N:13][CH:14]=3)[CH:5]=[CH:4][N:3]=2)[CH:31]=[N:30]1)[CH:27]=[CH2:28], predict the reactants needed to synthesize it. The reactants are: Cl[C:2]1[CH:7]=[C:6]([O:8][C:9]2[CH:10]=[CH:11][C:12]([NH:15][C:16]([NH:18][C:19](=[O:25])[C:20]([O:23][CH3:24])([CH3:22])[CH3:21])=[O:17])=[N:13][CH:14]=2)[CH:5]=[CH:4][N:3]=1.[CH2:26]([N:29]1[CH:33]=[C:32](B2OC(C)(C)C(C)(C)O2)[CH:31]=[N:30]1)[CH:27]=[CH2:28].C([O-])([O-])=O.[K+].[K+]. (5) Given the product [I:18][C:9]1[N:8]2[C:3]([O:2][CH3:1])=[CH:4][C:5]([C:12]3[CH:13]=[CH:14][CH:15]=[CH:16][CH:17]=3)=[CH:6][C:7]2=[N:11][CH:10]=1, predict the reactants needed to synthesize it. The reactants are: [CH3:1][O:2][C:3]1[N:8]2[CH:9]=[CH:10][N:11]=[C:7]2[CH:6]=[C:5]([C:12]2[CH:17]=[CH:16][CH:15]=[CH:14][CH:13]=2)[CH:4]=1.[I:18]N1C(=O)CCC1=O. (6) The reactants are: [C:1]([C:4]1[C:12]2[O:11][C:10]([C:13]3[CH:32]=[CH:31][C:16]([CH2:17][CH2:18][N:19]([CH3:30])[C:20](=O)OCC4C=CC=CC=4)=[CH:15][CH:14]=3)=[N:9][C:8]=2[CH:7]=[CH:6][CH:5]=1)(=[O:3])[NH2:2].C=O.[H][H]. Given the product [CH3:30][N:19]([CH3:20])[CH2:18][CH2:17][C:16]1[CH:15]=[CH:14][C:13]([C:10]2[O:11][C:12]3[C:4]([C:1]([NH2:2])=[O:3])=[CH:5][CH:6]=[CH:7][C:8]=3[N:9]=2)=[CH:32][CH:31]=1, predict the reactants needed to synthesize it. (7) Given the product [F:1][CH2:2][CH2:3][NH:4][C:12](=[O:13])[O:14][C:15]1[CH:20]=[CH:19][CH:18]=[CH:17][CH:16]=1, predict the reactants needed to synthesize it. The reactants are: [F:1][CH2:2][CH2:3][NH2:4].N1C=CC=CC=1.Cl[C:12]([O:14][C:15]1[CH:20]=[CH:19][CH:18]=[CH:17][CH:16]=1)=[O:13].O.